From a dataset of Catalyst prediction with 721,799 reactions and 888 catalyst types from USPTO. Predict which catalyst facilitates the given reaction. Reactant: COC1C=CC(C[N:8]2[C:12]3[N:13]=[CH:14][C:15]4[CH2:16][N:17]([S:21]([C:24]5[CH:29]=[CH:28][CH:27]=[CH:26][CH:25]=5)(=[O:23])=[O:22])[CH2:18][CH2:19][C:20]=4[C:11]=3[CH:10]=[N:9]2)=CC=1.FC(F)(F)C(O)=O. Product: [C:24]1([S:21]([N:17]2[CH2:16][C:15]3[CH:14]=[N:13][C:12]4[NH:8][N:9]=[CH:10][C:11]=4[C:20]=3[CH2:19][CH2:18]2)(=[O:23])=[O:22])[CH:29]=[CH:28][CH:27]=[CH:26][CH:25]=1. The catalyst class is: 11.